From a dataset of Full USPTO retrosynthesis dataset with 1.9M reactions from patents (1976-2016). Predict the reactants needed to synthesize the given product. (1) Given the product [C:11]12([C:9]3[CH:10]=[C:6]([C:4]([OH:5])=[O:3])[NH:7][N:8]=3)[CH2:12][CH:13]3[CH2:14][CH:15]([CH2:16][CH:17]([CH2:19]3)[CH2:18]1)[CH2:20]2, predict the reactants needed to synthesize it. The reactants are: C([O:3][C:4]([C:6]1[NH:7][N:8]=[C:9]([C:11]23[CH2:20][CH:15]4[CH2:16][CH:17]([CH2:19][CH:13]([CH2:14]4)[CH2:12]2)[CH2:18]3)[CH:10]=1)=[O:5])C.[OH-].[Na+].Cl. (2) Given the product [CH2:1]([C:5]1[O:6][C:7]2[CH:40]=[CH:39][CH:38]=[CH:37][C:8]=2[C:9]=1[C:10]1[O:11][C:12]([C:15]2[CH:16]=[C:17]3[C:22](=[CH:23][CH:24]=2)[CH:21]=[C:20]([O:25][CH2:26][C:27]2[CH:28]=[CH:29][C:30]([C:31]([OH:33])=[O:32])=[CH:35][CH:36]=2)[CH:19]=[CH:18]3)=[CH:13][N:14]=1)[CH2:2][CH2:3][CH3:4], predict the reactants needed to synthesize it. The reactants are: [CH2:1]([C:5]1[O:6][C:7]2[CH:40]=[CH:39][CH:38]=[CH:37][C:8]=2[C:9]=1[C:10]1[O:11][C:12]([C:15]2[CH:16]=[C:17]3[C:22](=[CH:23][CH:24]=2)[CH:21]=[C:20]([O:25][CH2:26][C:27]2[CH:36]=[CH:35][C:30]([C:31]([O:33]C)=[O:32])=[CH:29][CH:28]=2)[CH:19]=[CH:18]3)=[CH:13][N:14]=1)[CH2:2][CH2:3][CH3:4].[OH-].[Na+].O.Cl.